Dataset: Reaction yield outcomes from USPTO patents with 853,638 reactions. Task: Predict the reaction yield, written as a fraction of the theoretical maximum amount of product (1.0 means a 100% yield; for example, 0.34 means a 34% yield). (1) The reactants are Cl.[Cl:2][C:3]1[CH:8]=[C:7]([C:9]2[CH:14]=[CH:13][CH:12]=[C:11]([Cl:15])[CH:10]=2)[N:6]=[C:5]2[CH2:16][CH2:17][CH2:18][C:4]=12.[NH2:19][C:20]1[CH:29]=[CH:28][C:23]([C:24]([O:26][CH3:27])=[O:25])=[CH:22][CH:21]=1. No catalyst specified. The product is [ClH:2].[Cl:15][C:11]1[CH:10]=[C:9]([C:7]2[N:6]=[C:5]3[CH2:16][CH2:17][CH2:18][C:4]3=[C:3]([NH:19][C:20]3[CH:21]=[CH:22][C:23]([C:24]([O:26][CH3:27])=[O:25])=[CH:28][CH:29]=3)[CH:8]=2)[CH:14]=[CH:13][CH:12]=1. The yield is 0.800. (2) The catalyst is CN(C=O)C. The reactants are [F:1][C:2]1[CH:7]=[CH:6][C:5]([S:8]([NH:11][CH:12]([CH2:15][CH3:16])[CH2:13][CH3:14])(=[O:10])=[O:9])=[CH:4][CH:3]=1.Br[CH2:18][C:19]1[CH:26]=[CH:25][C:22]([C:23]#[N:24])=[CH:21][C:20]=1[F:27].C([O-])([O-])=O.[K+].[K+]. The product is [C:23]([C:22]1[CH:25]=[CH:26][C:19]([CH2:18][N:11]([CH:12]([CH2:15][CH3:16])[CH2:13][CH3:14])[S:8]([C:5]2[CH:4]=[CH:3][C:2]([F:1])=[CH:7][CH:6]=2)(=[O:10])=[O:9])=[C:20]([F:27])[CH:21]=1)#[N:24]. The yield is 0.700. (3) The reactants are [CH:1]1[CH:6]=[CH:5][C:4]([O:7][C:8]2[C:13]([NH2:14])=[CH:12][CH:11]=[CH:10][CH:9]=2)=[CH:3][CH:2]=1.[CH3:15][O:16][C:17]1[C:22]([CH:23]=O)=[CH:21][CH:20]=[CH:19][N:18]=1.[BH4-].[Na+].C(O)=O. The catalyst is CO. The yield is 0.730. The product is [CH3:15][O:16][C:17]1[C:22]([CH2:23][NH:14][C:13]2[CH:12]=[CH:11][CH:10]=[CH:9][C:8]=2[O:7][C:4]2[CH:5]=[CH:6][CH:1]=[CH:2][CH:3]=2)=[CH:21][CH:20]=[CH:19][N:18]=1. (4) The reactants are [NH2:1][C:2]([C:4]1[CH:8]=[C:7]([C:9]([OH:11])=O)[N:6]([C:12]2[CH:17]=[CH:16][C:15]([F:18])=[C:14]([C:19]#[N:20])[CH:13]=2)[N:5]=1)=[O:3].[N:21]1[CH:26]=[CH:25][CH:24]=[CH:23][CH:22]=1.C(N=[C:31]=[N:32][CH:33]([CH3:35])[CH3:34])(C)C.Cl. The catalyst is CN(C=O)C. The product is [C:19]([C:14]1[CH:13]=[C:12]([N:6]2[C:7]([C:9]([N:21]3[C:22]4[C:24](=[CH:23][CH:35]=[C:33]([N:32]5[CH2:31][CH2:9][CH2:7][CH2:8][CH2:4][C:2]5=[O:3])[CH:34]=4)[CH2:25][CH2:26]3)=[O:11])=[CH:8][C:4]([C:2]([NH2:1])=[O:3])=[N:5]2)[CH:17]=[CH:16][C:15]=1[F:18])#[N:20]. The yield is 0.290. (5) The reactants are [F:1][C:2]1[CH:7]=[CH:6][C:5]([C:8]2[C:16]3[C:11](=[CH:12][CH:13]=[C:14]([N+:17]([O-])=O)[CH:15]=3)[NH:10][N:9]=2)=[CH:4][CH:3]=1. The catalyst is CO.[Pd]. The product is [F:1][C:2]1[CH:3]=[CH:4][C:5]([C:8]2[C:16]3[C:11](=[CH:12][CH:13]=[C:14]([NH2:17])[CH:15]=3)[NH:10][N:9]=2)=[CH:6][CH:7]=1. The yield is 0.810.